Dataset: Reaction yield outcomes from USPTO patents with 853,638 reactions. Task: Predict the reaction yield, written as a fraction of the theoretical maximum amount of product (1.0 means a 100% yield; for example, 0.34 means a 34% yield). (1) The reactants are Br[C:2]1[S:6][C:5]2=[N:7][CH:8]=[CH:9][N:4]2[N:3]=1.[F:10][C:11]([F:29])([F:28])[C:12]1[C:13]([NH2:27])=[N:14][CH:15]=[C:16](B2OC(C)(C)C(C)(C)O2)[CH:17]=1.C([O-])([O-])=O.[K+].[K+].N#N. The catalyst is Cl[Pd](Cl)([P](C1C=CC=CC=1)(C1C=CC=CC=1)C1C=CC=CC=1)[P](C1C=CC=CC=1)(C1C=CC=CC=1)C1C=CC=CC=1.O1CCOCC1. The product is [F:29][C:11]([F:10])([F:28])[C:12]1[C:13]([NH2:27])=[N:14][CH:15]=[C:16]([C:2]2[S:6][C:5]3=[N:7][CH:8]=[CH:9][N:4]3[N:3]=2)[CH:17]=1. The yield is 0.370. (2) The reactants are [C:1]([N:8]1[CH2:25][CH2:24][C@@:15]23[C:16]4[CH:17]=[C:18]([OH:23])[CH:19]=[CH:20][C:21]=4[CH2:22][C@@H:9]1[C@@H:10]2[CH2:11][CH2:12][CH2:13][CH2:14]3)([O:3][C:4]([CH3:7])([CH3:6])[CH3:5])=[O:2].C(N(CC)CC)C.[C:33](Cl)(=[O:38])[C:34]([CH3:37])([CH3:36])[CH3:35]. The catalyst is C(Cl)Cl. The product is [C:1]([N:8]1[CH2:25][CH2:24][C@@:15]23[C:16]4[CH:17]=[C:18]([O:23][C:33](=[O:38])[C:34]([CH3:37])([CH3:36])[CH3:35])[CH:19]=[CH:20][C:21]=4[CH2:22][C@@H:9]1[C@@H:10]2[CH2:11][CH2:12][CH2:13][CH2:14]3)([O:3][C:4]([CH3:7])([CH3:6])[CH3:5])=[O:2]. The yield is 0.920. (3) The reactants are [Si:1]([O:8][CH:9]1[CH2:14][CH:13]([C:15]2[CH:20]=[CH:19][N:18]=[CH:17][C:16]=2[N+:21]([O-])=O)[O:12][CH:11]([CH3:24])[C:10]1([CH3:26])[OH:25])([C:4]([CH3:7])([CH3:6])[CH3:5])([CH3:3])[CH3:2]. The catalyst is CO.[OH-].[Pd+2].[OH-]. The product is [NH2:21][C:16]1[CH:17]=[N:18][CH:19]=[CH:20][C:15]=1[CH:13]1[O:12][CH:11]([CH3:24])[C:10]([CH3:26])([OH:25])[CH:9]([O:8][Si:1]([C:4]([CH3:5])([CH3:7])[CH3:6])([CH3:2])[CH3:3])[CH2:14]1. The yield is 0.840. (4) The reactants are [CH2:1]([O:8][C:9](=[O:28])[NH:10][C@H:11]([C:16](=[O:27])[NH:17][CH2:18][CH2:19][CH:20](OCC)[O:21]CC)[CH2:12][CH:13]([CH3:15])[CH3:14])[C:2]1[CH:7]=[CH:6][CH:5]=[CH:4][CH:3]=1.Cl. The catalyst is O1CCCC1. The product is [CH2:1]([O:8][C:9](=[O:28])[NH:10][C@H:11]([C:16](=[O:27])[NH:17][CH2:18][CH2:19][CH:20]=[O:21])[CH2:12][CH:13]([CH3:15])[CH3:14])[C:2]1[CH:7]=[CH:6][CH:5]=[CH:4][CH:3]=1. The yield is 1.00. (5) The reactants are [C:1]1([C:7]2[CH:15]=[CH:14][CH:13]=[C:12]3[C:8]=2[CH2:9][C:10](=[O:16])[NH:11]3)[CH:6]=[CH:5][CH:4]=[CH:3][CH:2]=1.[CH2:17]([N:19]([CH2:34][CH3:35])[CH2:20][CH2:21][NH:22][C:23]([C:25]1[C:29]([CH3:30])=[C:28]([CH:31]=O)[NH:27][C:26]=1[CH3:33])=[O:24])[CH3:18].N1CCCCC1. The catalyst is C(O)C. The product is [CH2:34]([N:19]([CH2:17][CH3:18])[CH2:20][CH2:21][NH:22][C:23]([C:25]1[C:29]([CH3:30])=[C:28]([CH:31]=[C:9]2[C:8]3[C:12](=[CH:13][CH:14]=[CH:15][C:7]=3[C:1]3[CH:2]=[CH:3][CH:4]=[CH:5][CH:6]=3)[NH:11][C:10]2=[O:16])[NH:27][C:26]=1[CH3:33])=[O:24])[CH3:35]. The yield is 0.560. (6) The reactants are [Cl:1][C:2]1[CH:7]=[CH:6][C:5]([CH:8]([CH2:13]O)[C:9]([O:11][CH3:12])=[O:10])=[CH:4][CH:3]=1.CS(Cl)(=O)=O. The catalyst is C(Cl)Cl. The product is [Cl:1][C:2]1[CH:3]=[CH:4][C:5]([C:8](=[CH2:13])[C:9]([O:11][CH3:12])=[O:10])=[CH:6][CH:7]=1. The yield is 0.850. (7) The reactants are [C:1]([O:5][C:6]([N:8]1[CH2:13][C:12](=[O:14])[O:11][C:10](=[O:15])[CH2:9]1)=[O:7])([CH3:4])([CH3:3])[CH3:2].Cl.[NH2:17][CH2:18][C:19]([C:21]1[CH:26]=[CH:25][C:24]([Br:27])=[CH:23][CH:22]=1)=[O:20].CN1CCOCC1. The catalyst is CN(C)C=O. The product is [Br:27][C:24]1[CH:23]=[CH:22][C:21]([C:19](=[O:20])[CH2:18][NH:17][C:12]([CH2:13][N:8]([CH2:9][C:10]([OH:11])=[O:15])[C:6]([O:5][C:1]([CH3:2])([CH3:3])[CH3:4])=[O:7])=[O:14])=[CH:26][CH:25]=1. The yield is 0.800. (8) The reactants are Br[C:2]1[CH:3]=[C:4]2[C:10]([C:11]3[CH:12]=[CH:13][C:14]([OH:17])=[N:15][CH:16]=3)=[CH:9][NH:8][C:5]2=[N:6][CH:7]=1.[CH3:18][O:19][C:20]1[CH:21]=[C:22](B(O)O)[CH:23]=[CH:24][C:25]=1[O:26][CH3:27].C(#N)C.C(=O)([O-])[O-].[Na+].[Na+]. The catalyst is O.Cl[Pd-2](Cl)(P(C1C=CC=CC=1)(C1C=CC=CC=1)C1C=CC=CC=1)P(C1C=CC=CC=1)(C1C=CC=CC=1)C1C=CC=CC=1. The product is [CH3:18][O:19][C:20]1[CH:21]=[C:22]([C:2]2[CH:3]=[C:4]3[C:10]([C:11]4[CH:12]=[CH:13][C:14]([OH:17])=[N:15][CH:16]=4)=[CH:9][NH:8][C:5]3=[N:6][CH:7]=2)[CH:23]=[CH:24][C:25]=1[O:26][CH3:27]. The yield is 0.340. (9) The reactants are [Cl:1][C:2]1[CH:10]=[CH:9][CH:8]=[C:7]2[C:3]=1[CH2:4][N:5]([C:11]([O:13][C@H:14]1[CH2:31][N:30]3[C@H:16]([C:17](=[O:51])[NH:18][C@:19]4([C:42](=[O:50])[NH:43][S:44]([CH:47]5[CH2:49][CH2:48]5)(=[O:46])=[O:45])[CH2:41][C@H:20]4[CH:21]=[CH:22][CH2:23][O:24][CH2:25][CH2:26][CH2:27][C@H:28]([NH:33]C(OC(C)(C)C)=O)[C:29]3=[O:32])[CH2:15]1)=[O:12])[CH2:6]2.Cl. The catalyst is C(Cl)Cl.O1CCOCC1. The product is [ClH:1].[Cl:1][C:2]1[CH:10]=[CH:9][CH:8]=[C:7]2[C:3]=1[CH2:4][N:5]([C:11]([O:13][C@H:14]1[CH2:31][N:30]3[C@H:16]([C:17](=[O:51])[NH:18][C@:19]4([C:42](=[O:50])[NH:43][S:44]([CH:47]5[CH2:48][CH2:49]5)(=[O:45])=[O:46])[CH2:41][C@H:20]4[CH:21]=[CH:22][CH2:23][O:24][CH2:25][CH2:26][CH2:27][C@H:28]([NH2:33])[C:29]3=[O:32])[CH2:15]1)=[O:12])[CH2:6]2. The yield is 0.820.